From a dataset of NCI-60 drug combinations with 297,098 pairs across 59 cell lines. Regression. Given two drug SMILES strings and cell line genomic features, predict the synergy score measuring deviation from expected non-interaction effect. (1) Drug 1: C1=CN(C=N1)CC(O)(P(=O)(O)O)P(=O)(O)O. Drug 2: C#CCC(CC1=CN=C2C(=N1)C(=NC(=N2)N)N)C3=CC=C(C=C3)C(=O)NC(CCC(=O)O)C(=O)O. Cell line: SNB-19. Synergy scores: CSS=0.742, Synergy_ZIP=0.593, Synergy_Bliss=0.291, Synergy_Loewe=-1.62, Synergy_HSA=-1.97. (2) Synergy scores: CSS=3.08, Synergy_ZIP=1.94, Synergy_Bliss=12.1, Synergy_Loewe=5.97, Synergy_HSA=5.97. Drug 2: C1CC(=O)NC(=O)C1N2C(=O)C3=CC=CC=C3C2=O. Cell line: LOX IMVI. Drug 1: CC1=C(C=C(C=C1)NC(=O)C2=CC=C(C=C2)CN3CCN(CC3)C)NC4=NC=CC(=N4)C5=CN=CC=C5. (3) Drug 1: CN1CCC(CC1)COC2=C(C=C3C(=C2)N=CN=C3NC4=C(C=C(C=C4)Br)F)OC. Drug 2: C1CN1P(=S)(N2CC2)N3CC3. Cell line: NCI-H226. Synergy scores: CSS=11.5, Synergy_ZIP=-2.27, Synergy_Bliss=2.66, Synergy_Loewe=2.86, Synergy_HSA=2.77. (4) Drug 1: C1=CC(=CC=C1CCC2=CNC3=C2C(=O)NC(=N3)N)C(=O)NC(CCC(=O)O)C(=O)O. Drug 2: N.N.Cl[Pt+2]Cl. Cell line: SK-MEL-5. Synergy scores: CSS=9.97, Synergy_ZIP=-0.349, Synergy_Bliss=7.03, Synergy_Loewe=-1.89, Synergy_HSA=3.93. (5) Drug 1: C1=CC=C(C=C1)NC(=O)CCCCCCC(=O)NO. Drug 2: C1C(C(OC1N2C=NC(=NC2=O)N)CO)O. Cell line: 786-0. Synergy scores: CSS=7.88, Synergy_ZIP=0.127, Synergy_Bliss=2.89, Synergy_Loewe=-0.588, Synergy_HSA=0.00839. (6) Drug 1: CC1=C(C=C(C=C1)NC2=NC=CC(=N2)N(C)C3=CC4=NN(C(=C4C=C3)C)C)S(=O)(=O)N.Cl. Drug 2: B(C(CC(C)C)NC(=O)C(CC1=CC=CC=C1)NC(=O)C2=NC=CN=C2)(O)O. Cell line: SW-620. Synergy scores: CSS=7.24, Synergy_ZIP=1.25, Synergy_Bliss=-0.808, Synergy_Loewe=-20.7, Synergy_HSA=-10.3. (7) Drug 1: C1CN1P(=S)(N2CC2)N3CC3. Drug 2: C1=CN(C(=O)N=C1N)C2C(C(C(O2)CO)O)O.Cl. Cell line: OVCAR-5. Synergy scores: CSS=34.6, Synergy_ZIP=-6.79, Synergy_Bliss=-5.02, Synergy_Loewe=-4.92, Synergy_HSA=3.04.